The task is: Predict the reactants needed to synthesize the given product.. This data is from Full USPTO retrosynthesis dataset with 1.9M reactions from patents (1976-2016). (1) Given the product [CH:1]1([C:4]2[CH:5]=[C:6]([NH2:7])[N:12]([CH2:11][C:10]([F:15])([F:14])[F:9])[N:13]=2)[CH2:3][CH2:2]1, predict the reactants needed to synthesize it. The reactants are: [CH:1]1([C:4](=O)[CH2:5][C:6]#[N:7])[CH2:3][CH2:2]1.[F:9][C:10]([F:15])([F:14])[CH2:11][NH:12][NH2:13]. (2) Given the product [OH:39][C:20]12[O:35][CH:24]([CH:23]([O:36][CH3:37])[CH2:22][CH:21]1[CH3:38])[CH:25]([O:33][CH3:34])[CH2:26][CH:27]([CH3:32])[CH2:28][C:29]([CH3:31])=[CH:30][CH2:4][C:5](=[O:64])[CH2:6][CH2:7][CH:8]([CH3:62])[CH2:9][O:10][C:11](=[O:42])[CH:12]1[N:17]([CH2:16][CH2:15][CH2:14][CH2:13]1)[C:18](=[O:41])[C:19]2=[O:40], predict the reactants needed to synthesize it. The reactants are: C([CH:4]1[CH:30]=[C:29]([CH3:31])[CH2:28][CH:27]([CH3:32])[CH2:26][CH:25]([O:33][CH3:34])[CH:24]2[O:35][C:20]([OH:39])([CH:21]([CH3:38])[CH2:22][CH:23]2[O:36][CH3:37])[C:19](=[O:40])[C:18](=[O:41])[N:17]2[CH:12]([CH2:13][CH2:14][CH2:15][CH2:16]2)[C:11](=[O:42])[O:10][CH:9](C(C)=CC2CCC(O[Si](C(C)(C)C)(C)C)C(OC)C2)[CH:8]([CH3:62])[CH:7](O)[CH2:6][C:5]1=[O:64])C=C.C(OC(=O)C)(=O)C.